Dataset: Full USPTO retrosynthesis dataset with 1.9M reactions from patents (1976-2016). Task: Predict the reactants needed to synthesize the given product. Given the product [CH:11]([S:13][C:2]1[CH:9]=[CH:8][C:5]([C:6]#[N:7])=[CH:4][CH:3]=1)([CH3:12])[CH3:10], predict the reactants needed to synthesize it. The reactants are: F[C:2]1[CH:9]=[CH:8][C:5]([C:6]#[N:7])=[CH:4][CH:3]=1.[CH3:10][CH:11]([SH:13])[CH3:12].